This data is from Full USPTO retrosynthesis dataset with 1.9M reactions from patents (1976-2016). The task is: Predict the reactants needed to synthesize the given product. (1) Given the product [CH:1]([O:4][C:5]1[CH:16]=[CH:15][C:8]([C:9]([OH:11])=[O:10])=[CH:7][N:6]=1)([CH3:3])[CH3:2], predict the reactants needed to synthesize it. The reactants are: [CH:1]([O:4][C:5]1[CH:16]=[CH:15][C:8]([C:9]([O:11]C(C)C)=[O:10])=[CH:7][N:6]=1)([CH3:3])[CH3:2].[OH-].[Na+]. (2) Given the product [NH2:25][C@H:24]([C:23]([NH:34][C@H:35]([C:41]([OH:43])=[O:42])[CH2:36][CH2:37][C:38](=[O:40])[NH2:39])=[O:33])[CH2:26][CH2:27][CH2:28][NH:29][C:30](=[NH:32])[NH2:31], predict the reactants needed to synthesize it. The reactants are: C(N(CC(O)=O)CC(O)=O)CN(CC(O)=O)CC(O)=O.CO[C:23](=[O:33])[C@H:24]([CH2:26][CH2:27][CH2:28][NH:29][C:30](=[NH:32])[NH2:31])[NH2:25].[NH2:34][C@H:35]([C:41]([OH:43])=[O:42])[CH2:36][CH2:37][C:38](=[O:40])[NH2:39].[OH-].[Na+]. (3) Given the product [O:1]1[CH2:2][CH:3]=[C:4]([C:7]2[CH:8]=[C:9]([CH:14]=[CH:15][C:16]=2[OH:17])[C:10]([O:12][CH3:13])=[O:11])[CH2:5][CH2:6]1, predict the reactants needed to synthesize it. The reactants are: [O:1]1[CH2:6][CH:5]=[C:4]([C:7]2[CH:8]=[C:9]([CH:14]=[CH:15][C:16]=2[O:17]C2CCCCO2)[C:10]([O:12][CH3:13])=[O:11])[CH2:3][CH2:2]1.CC1C=CC(S([O-])(=O)=O)=CC=1.C1C=C[NH+]=CC=1. (4) Given the product [NH2:39][C:34]1[CH:35]=[CH:36][CH:37]=[CH:38][C:33]=1[NH:32][C:28]1[CH:27]=[C:26]([C:17]([C:13]2[CH:14]=[CH:15][CH:16]=[C:11]([NH:10][C:5]3[CH:6]=[CH:7][CH:8]=[CH:9][C:4]=3[NH2:1])[CH:12]=2)([C:22]([F:23])([F:24])[F:25])[C:18]([F:20])([F:21])[F:19])[CH:31]=[CH:30][CH:29]=1, predict the reactants needed to synthesize it. The reactants are: [N+:1]([C:4]1[CH:9]=[CH:8][CH:7]=[CH:6][C:5]=1[NH:10][C:11]1[CH:12]=[C:13]([C:17]([C:26]2[CH:31]=[CH:30][CH:29]=[C:28]([NH:32][C:33]3[CH:38]=[CH:37][CH:36]=[CH:35][C:34]=3[N+:39]([O-])=O)[CH:27]=2)([C:22]([F:25])([F:24])[F:23])[C:18]([F:21])([F:20])[F:19])[CH:14]=[CH:15][CH:16]=1)([O-])=O.[H][H]. (5) Given the product [Cl:25][C@H:26]1[CH2:30][N:29]([C:22]([O:21][CH2:20][CH:18]2[C:19]3[CH:7]=[CH:8][CH:9]=[CH:10][C:11]=3[C:16]3[C:17]2=[CH:12][CH:13]=[CH:14][CH:15]=3)=[O:23])[C@@H:28]2[C@@H:31]([OH:34])[CH2:32][O:33][C@H:27]12, predict the reactants needed to synthesize it. The reactants are: C(=O)([O-])[O-].[Na+].[Na+].[CH:7]1[C:19]2[CH:18]([CH2:20][O:21][C:22](Cl)=[O:23])[C:17]3[C:12](=[CH:13][CH:14]=[CH:15][CH:16]=3)[C:11]=2[CH:10]=[CH:9][CH:8]=1.[Cl:25][C@H:26]1[CH2:30][NH:29][C@@H:28]2[C@@H:31]([OH:34])[CH2:32][O:33][C@H:27]12. (6) Given the product [CH2:10]([NH:3][C:2]1[N:4]=[C:5]([NH2:6])[N:7]=[C:8]([NH2:9])[N:1]=1)[OH:11], predict the reactants needed to synthesize it. The reactants are: [N:1]1[C:8]([NH2:9])=[N:7][C:5]([NH2:6])=[N:4][C:2]=1[NH2:3].[CH2:10]=[O:11]. (7) Given the product [F:1][C:2]1[CH:3]=[C:4]([CH:5]=[CH:6][C:7]=1[O:8][C:9]1[CH:14]=[CH:13][N:12]=[C:11]2[NH:15][CH:16]=[C:17]([CH2:18][CH2:19][O:20][CH3:21])[C:10]=12)[NH2:22], predict the reactants needed to synthesize it. The reactants are: [F:1][C:2]1[CH:3]=[C:4]([NH:22]C(=O)C)[CH:5]=[CH:6][C:7]=1[O:8][C:9]1[CH:14]=[CH:13][N:12]=[C:11]2[NH:15][CH:16]=[C:17]([CH2:18][CH2:19][O:20][CH3:21])[C:10]=12.[OH-].[Na+]. (8) Given the product [O:1]1[C:5]2[CH:6]=[CH:7][CH:8]=[CH:9][C:4]=2[N:3]=[C:2]1[C:10]1[C:19]([N:20]([CH:22]([CH3:24])[CH3:23])[CH3:21])=[N:18][C:17]2[C:12](=[CH:13][CH:14]=[C:15]([C:25]([OH:27])=[O:26])[CH:16]=2)[N:11]=1, predict the reactants needed to synthesize it. The reactants are: [O:1]1[C:5]2[CH:6]=[CH:7][CH:8]=[CH:9][C:4]=2[N:3]=[C:2]1[C:10]1[C:19]([N:20]([CH:22]([CH3:24])[CH3:23])[CH3:21])=[N:18][C:17]2[C:12](=[CH:13][CH:14]=[C:15]([C:25]([O:27]C)=[O:26])[CH:16]=2)[N:11]=1.[OH-].[Na+].Cl. (9) The reactants are: [CH3:1][N:2]([CH3:27])[CH2:3][CH2:4][N:5]1[C:9]2[N:10]=[C:11]([C:20]3[CH:26]=[CH:25][C:23]([NH2:24])=[CH:22][CH:21]=3)[N:12]=[C:13]([N:14]3[CH2:19][CH2:18][O:17][CH2:16][CH2:15]3)[C:8]=2[CH:7]=[CH:6]1.ClC(Cl)(O[C:32](=[O:38])OC(Cl)(Cl)Cl)Cl.[CH2:40]([NH2:42])[CH3:41]. Given the product [CH3:1][N:2]([CH3:27])[CH2:3][CH2:4][N:5]1[C:9]2[N:10]=[C:11]([C:20]3[CH:26]=[CH:25][C:23]([NH:24][C:32]([NH:42][CH2:40][CH3:41])=[O:38])=[CH:22][CH:21]=3)[N:12]=[C:13]([N:14]3[CH2:15][CH2:16][O:17][CH2:18][CH2:19]3)[C:8]=2[CH:7]=[CH:6]1, predict the reactants needed to synthesize it.